Predict the reactants needed to synthesize the given product. From a dataset of Retrosynthesis with 50K atom-mapped reactions and 10 reaction types from USPTO. (1) Given the product Cc1cc(NC(=O)Oc2ccccc2)sn1, predict the reactants needed to synthesize it. The reactants are: Cc1cc(N)sn1.O=C(Cl)Oc1ccccc1. (2) Given the product C#CCCCCN(C(=O)OCc1ccccc1)C(=O)OCc1ccccc1, predict the reactants needed to synthesize it. The reactants are: C#CCCCCCl.O=C(NC(=O)OCc1ccccc1)OCc1ccccc1. (3) Given the product O=S1(=O)N[C@]2(CN1CC(F)(F)F)[C@H]1CC[C@@H]2Cc2cc(-c3cn(-c4ccc(F)cc4)cn3)ccc2C1, predict the reactants needed to synthesize it. The reactants are: CC1(C)OB(c2ccc3c(c2)C[C@H]2CC[C@@H](C3)[C@]23CN(CC(F)(F)F)S(=O)(=O)N3)OC1(C)C.Fc1ccc(-n2cnc(Br)c2)cc1. (4) Given the product O=C(O)C1=Cc2cc(-c3ccsc3)ccc2OCC1, predict the reactants needed to synthesize it. The reactants are: COC(=O)C1=Cc2cc(-c3ccsc3)ccc2OCC1. (5) Given the product O=C1CCc2cc(NCC(=O)N3CCC(Cc4ccccc4)CC3)ccc2N1, predict the reactants needed to synthesize it. The reactants are: Nc1ccc2c(c1)CCC(=O)N2.O=C(CCl)N1CCC(Cc2ccccc2)CC1.